Dataset: Reaction yield outcomes from USPTO patents with 853,638 reactions. Task: Predict the reaction yield, written as a fraction of the theoretical maximum amount of product (1.0 means a 100% yield; for example, 0.34 means a 34% yield). (1) The product is [CH:11]([N:10]1[C:4]2[CH:3]=[C:2]([NH:31][C:29]3[CH:28]=[CH:27][N:26]=[C:25]([N:22]4[CH2:21][CH2:20][CH:19]([O:18][CH3:17])[CH2:24][CH2:23]4)[N:30]=3)[N:7]=[CH:6][C:5]=2[C:8]([C:14]([NH2:16])=[O:15])=[N:9]1)([CH3:13])[CH3:12]. The yield is 0.0530. The catalyst is C(O)(C)(C)C. The reactants are Cl[C:2]1[N:7]=[CH:6][C:5]2[C:8]([C:14]([NH2:16])=[O:15])=[N:9][N:10]([CH:11]([CH3:13])[CH3:12])[C:4]=2[CH:3]=1.[CH3:17][O:18][CH:19]1[CH2:24][CH2:23][N:22]([C:25]2[N:30]=[C:29]([NH2:31])[CH:28]=[CH:27][N:26]=2)[CH2:21][CH2:20]1.CC(C)([O-])C.[Na+]. (2) The reactants are [CH3:1][O:2][C:3]1[CH:4]=[C:5]2[C:10](=[CH:11][C:12]=1[O:13][CH3:14])[N:9]=[CH:8][CH:7]=[C:6]2[O:15][C:16]1[CH:22]=[CH:21][C:19]([NH2:20])=[CH:18][CH:17]=1.ClC(Cl)(O[C:27](=[O:33])[O:28][C:29](Cl)(Cl)Cl)Cl.[CH3:35][O:36][C:37]1[CH:38]=C(O)[CH:40]=[CH:41][CH:42]=1.C(=O)(O)[O-].[Na+]. The catalyst is C(Cl)Cl.C(N(CC)CC)C.C1(C)C=CC=CC=1. The product is [CH3:1][O:2][C:3]1[CH:4]=[C:5]2[C:10](=[CH:11][C:12]=1[O:13][CH3:14])[N:9]=[CH:8][CH:7]=[C:6]2[O:15][C:16]1[CH:22]=[CH:21][C:19]([NH:20][C:27](=[O:33])[O:28][C:29]2[CH:40]=[CH:41][CH:42]=[C:37]([O:36][CH3:35])[CH:38]=2)=[CH:18][CH:17]=1. The yield is 0.680. (3) The reactants are [N:1]1[NH:2][N:3]=[N:4][C:5]=1[CH2:6][C:7]([NH:30][C:31](=[O:43])[C:32]1[CH:37]=[CH:36][C:35]([F:38])=[C:34]([C:39]([F:42])([F:41])[F:40])[CH:33]=1)([C:19]1[CH:24]=[CH:23][CH:22]=[C:21]([O:25][C:26]([F:29])([F:28])[F:27])[CH:20]=1)[C:8]1[CH:13]=[CH:12][CH:11]=[C:10]([O:14][C:15]([F:18])([F:17])[F:16])[CH:9]=1.[N+](=[CH:46][Si](C)(C)C)=[N-]. The catalyst is C1COCC1.CO. The product is [F:38][C:35]1[CH:36]=[CH:37][C:32]([C:31]([NH:30][C:7]([C:8]2[CH:13]=[CH:12][CH:11]=[C:10]([O:14][C:15]([F:16])([F:17])[F:18])[CH:9]=2)([C:19]2[CH:24]=[CH:23][CH:22]=[C:21]([O:25][C:26]([F:27])([F:28])[F:29])[CH:20]=2)[CH2:6][C:5]2[N:4]=[N:3][N:2]([CH3:46])[N:1]=2)=[O:43])=[CH:33][C:34]=1[C:39]([F:40])([F:41])[F:42]. The yield is 0.600. (4) The yield is 0.490. The reactants are [CH3:1][C:2]1[O:6][N:5]=[C:4]([C:7]2[CH:12]=[CH:11][CH:10]=[CH:9][CH:8]=2)[C:3]=1[CH2:13][O:14][C:15]1[CH:23]=[CH:22][C:18]([C:19]([OH:21])=O)=[CH:17][N:16]=1.[NH2:24][CH2:25][C:26]([CH3:29])([OH:28])[CH3:27]. The product is [OH:28][C:26]([CH3:29])([CH3:27])[CH2:25][NH:24][C:19](=[O:21])[C:18]1[CH:22]=[CH:23][C:15]([O:14][CH2:13][C:3]2[C:4]([C:7]3[CH:8]=[CH:9][CH:10]=[CH:11][CH:12]=3)=[N:5][O:6][C:2]=2[CH3:1])=[N:16][CH:17]=1. No catalyst specified. (5) The reactants are [H-].[H-].[H-].[H-].[Li+].[Al+3].[O:7]1[CH:11]=[C:10]([C:12]2[CH:22]=[CH:21][C:15]([C:16](OCC)=[O:17])=[CH:14][CH:13]=2)[N:9]=[CH:8]1.O.[OH-].[K+]. The catalyst is C1COCC1. The product is [O:7]1[CH:11]=[C:10]([C:12]2[CH:13]=[CH:14][C:15]([CH2:16][OH:17])=[CH:21][CH:22]=2)[N:9]=[CH:8]1. The yield is 0.940. (6) The reactants are [C:1]([C@@H:9]1[CH2:14][C@H:13]([O:15][Si](C(C)(C)C)(C)C)[CH2:12][C@H:11]([O:23][S:24]([CH3:27])(=[O:26])=[O:25])[C@H:10]1[CH2:28][C:29](=[O:36])[C:30]1[CH:35]=[CH:34][CH:33]=[CH:32][CH:31]=1)(=[O:8])[C:2]1[CH:7]=[CH:6][CH:5]=[CH:4][CH:3]=1.CCCC[N+](CCCC)(CCCC)CCCC.[F-]. The catalyst is C1COCC1. The product is [C:1]([C@@H:9]1[CH2:14][C@@H:13]([OH:15])[CH2:12][C@H:11]([O:23][S:24]([CH3:27])(=[O:26])=[O:25])[C@H:10]1[CH2:28][C:29](=[O:36])[C:30]1[CH:31]=[CH:32][CH:33]=[CH:34][CH:35]=1)(=[O:8])[C:2]1[CH:3]=[CH:4][CH:5]=[CH:6][CH:7]=1. The yield is 0.860. (7) The reactants are [F:1][C:2]1[C:11]2[CH2:10][N:9]([C@H:12]([CH:16]([CH3:18])[CH3:17])[C:13]([OH:15])=O)[C:8](=[O:19])[C:7]3=[CH:20][NH:21][C:5]([C:6]=23)=[N:4][CH:3]=1.C1C=C2N=NN(O)C2=CC=1.O.CCN=C=NCCCN(C)C.Cl.Cl.[F:46][C:47]1([F:51])[CH2:50][NH:49][CH2:48]1.CN1CCOCC1. The yield is 0.530. The catalyst is CN(C=O)C. The product is [F:46][C:47]1([F:51])[CH2:50][N:49]([C:13](=[O:15])[C@H:12]([N:9]2[C:8](=[O:19])[C:7]3=[CH:20][NH:21][C:5]4[C:6]3=[C:11]([C:2]([F:1])=[CH:3][N:4]=4)[CH2:10]2)[CH:16]([CH3:18])[CH3:17])[CH2:48]1.